This data is from Reaction yield outcomes from USPTO patents with 853,638 reactions. The task is: Predict the reaction yield, written as a fraction of the theoretical maximum amount of product (1.0 means a 100% yield; for example, 0.34 means a 34% yield). (1) The reactants are [Br:1][C:2]1[CH:3]=[C:4]([N+:18]([O-])=O)[C:5]([N:8]2[CH2:12][CH2:11][CH2:10][C@H:9]2[C:13](OCC)=[O:14])=[N:6][CH:7]=1.P(OC1C=CC=CC=1)(OC1C=CC=CC=1)OC1C=CC=CC=1. The catalyst is ClCCl.[NH4+].[O-][V](=O)=O.[Pt]. The product is [Br:1][C:2]1[CH:7]=[N:6][C:5]2[N:8]3[CH2:12][CH2:11][CH2:10][C@H:9]3[C:13](=[O:14])[NH:18][C:4]=2[CH:3]=1. The yield is 0.428. (2) The reactants are [C:1]1([S:7]([N:10]2[C:14]3=[N:15][CH:16]=[C:17](Br)[CH:18]=[C:13]3[C:12]([C:20]3[CH:24]=[CH:23][O:22][CH:21]=3)=[CH:11]2)(=[O:9])=[O:8])[CH:6]=[CH:5][CH:4]=[CH:3][CH:2]=1.C([Sn](CCCC)(CCCC)[C:30]1[S:31][CH:32]=[CH:33][CH:34]=1)CCC.C1(C)C=CC=CC=1P(C1C=CC=CC=1C)C1C=CC=CC=1C. The catalyst is C1(C)C=CC=CC=1.Cl[Pd]Cl. The product is [C:1]1([S:7]([N:10]2[C:14]3=[N:15][CH:16]=[C:17]([C:30]4[S:31][CH:32]=[CH:33][CH:34]=4)[CH:18]=[C:13]3[C:12]([C:20]3[CH:24]=[CH:23][O:22][CH:21]=3)=[CH:11]2)(=[O:9])=[O:8])[CH:6]=[CH:5][CH:4]=[CH:3][CH:2]=1. The yield is 0.780. (3) The reactants are CCN(C(C)C)C(C)C.C1C=CC2N(O)N=NC=2C=1.[O:20]=[C:21]1[O:25][C@H:24]([C:26]([OH:28])=O)[CH2:23][CH2:22]1.CCN=C=NCCCN(C)C.[NH2:40][C@@H:41]1[C:49]2[C:44](=[CH:45][CH:46]=[CH:47][CH:48]=2)[CH2:43][C@H:42]1[NH:50][C:51]([C:53]1[NH:57][C:56]2[S:58][C:59]([Cl:61])=[CH:60][C:55]=2[CH:54]=1)=[O:52]. The catalyst is C(Cl)Cl. The product is [Cl:61][C:59]1[S:58][C:56]2[NH:57][C:53]([C:51]([NH:50][C@@H:42]3[CH2:43][C:44]4[C:49](=[CH:48][CH:47]=[CH:46][CH:45]=4)[C@H:41]3[NH:40][C:26]([C@@H:24]3[CH2:23][CH2:22][C:21](=[O:20])[O:25]3)=[O:28])=[O:52])=[CH:54][C:55]=2[CH:60]=1. The yield is 0.560. (4) The reactants are [Cl:1][C:2]1[CH:3]=[C:4]([NH:9][C:10]2[C:19]3[C:14](=[CH:15][C:16]([O:40][CH3:41])=[C:17]([O:20][CH2:21][CH2:22][CH2:23][N:24]4[CH2:29][CH2:28][CH:27]5[CH2:30][CH2:31][N:32](C(OC(C)(C)C)=O)[CH:26]5[CH2:25]4)[CH:18]=3)[N:13]=[CH:12][N:11]=2)[CH:5]=[CH:6][C:7]=1[F:8].C(Cl)Cl.CO.Cl. The catalyst is CCOC(C)=O. The product is [Cl:1][C:2]1[CH:3]=[C:4]([NH:9][C:10]2[C:19]3[C:14](=[CH:15][C:16]([O:40][CH3:41])=[C:17]([O:20][CH2:21][CH2:22][CH2:23][N:24]4[CH2:29][CH2:28][CH:27]5[CH2:30][CH2:31][NH:32][CH:26]5[CH2:25]4)[CH:18]=3)[N:13]=[CH:12][N:11]=2)[CH:5]=[CH:6][C:7]=1[F:8]. The yield is 1.00. (5) The catalyst is C1COCC1.C(Cl)Cl. The yield is 0.440. The product is [OH:30][CH2:29][CH2:28][C:26]1[N:27]=[C:22]([NH:21][S:18]([N:9]2[CH2:10][CH2:11][C:12]3[CH:17]=[CH:16][CH:15]=[CH:14][C:13]=3[CH2:7][CH2:8]2)(=[O:20])=[O:19])[CH:23]=[CH:24][CH:25]=1. The reactants are [H-].[Al+3].[Li+].[H-].[H-].[H-].[CH2:7]1[C:13]2[CH:14]=[CH:15][CH:16]=[CH:17][C:12]=2[CH2:11][CH2:10][N:9]([S:18]([NH:21][C:22]2[N:27]=[C:26]([CH2:28][C:29](OCC)=[O:30])[CH:25]=[CH:24][CH:23]=2)(=[O:20])=[O:19])[CH2:8]1.